This data is from Peptide-MHC class I binding affinity with 185,985 pairs from IEDB/IMGT. The task is: Regression. Given a peptide amino acid sequence and an MHC pseudo amino acid sequence, predict their binding affinity value. This is MHC class I binding data. The peptide sequence is SFWFFHPPY. The MHC is HLA-B51:01 with pseudo-sequence HLA-B51:01. The binding affinity (normalized) is 0.0847.